From a dataset of Reaction yield outcomes from USPTO patents with 853,638 reactions. Predict the reaction yield, written as a fraction of the theoretical maximum amount of product (1.0 means a 100% yield; for example, 0.34 means a 34% yield). (1) The reactants are [F:1][C:2]([F:23])([F:22])[CH2:3][N:4]1[C:9](=[O:10])[C:8](Cl)=[C:7]([C:12]2[CH:17]=[CH:16][C:15]([S:18]([CH3:21])(=[O:20])=[O:19])=[CH:14][CH:13]=2)[CH:6]=[N:5]1.[Cl:24][C:25]1[CH:26]=[C:27](B(O)O)[CH:28]=[C:29]([Cl:31])[CH:30]=1.[F-].[Cs+]. The catalyst is COCCOC.O.[Pd].C1(P(C2C=CC=CC=2)C2C=CC=CC=2)C=CC=CC=1.C1(P(C2C=CC=CC=2)C2C=CC=CC=2)C=CC=CC=1.C1(P(C2C=CC=CC=2)C2C=CC=CC=2)C=CC=CC=1.C1(P(C2C=CC=CC=2)C2C=CC=CC=2)C=CC=CC=1. The product is [F:1][C:2]([F:23])([F:22])[CH2:3][N:4]1[C:9](=[O:10])[C:8]([C:27]2[CH:26]=[C:25]([Cl:24])[CH:30]=[C:29]([Cl:31])[CH:28]=2)=[C:7]([C:12]2[CH:17]=[CH:16][C:15]([S:18]([CH3:21])(=[O:20])=[O:19])=[CH:14][CH:13]=2)[CH:6]=[N:5]1. The yield is 0.580. (2) The reactants are [NH2:1][C:2]1[S:6][N:5]=[C:4]([CH3:7])[C:3]=1[C:8]#[N:9].[C:10](Cl)(=[O:15])[CH2:11][CH:12]([CH3:14])[CH3:13]. The catalyst is N1C=CC=CC=1.C(Cl)(Cl)Cl. The product is [C:8]([C:3]1[C:4]([CH3:7])=[N:5][S:6][C:2]=1[NH:1][C:10](=[O:15])[CH2:11][CH:12]([CH3:14])[CH3:13])#[N:9]. The yield is 0.790.